From a dataset of Catalyst prediction with 721,799 reactions and 888 catalyst types from USPTO. Predict which catalyst facilitates the given reaction. Reactant: B([O-])[O-].Br[C:5]1[CH:10]=[CH:9][C:8]([C@@H:11]2[C@@H:13]([C:14]3[CH:19]=[CH:18][CH:17]=[CH:16][CH:15]=3)[C@H:12]2[C:20]([O:22][CH3:23])=[O:21])=[CH:7][CH:6]=1.Br[C:25]1[NH:26][CH:27]=[C:28]([CH3:30])[N:29]=1. Product: [CH3:23][O:22][C:20]([C@@H:12]1[C@H:13]([C:14]2[CH:19]=[CH:18][CH:17]=[CH:16][CH:15]=2)[C@H:11]1[C:8]1[CH:9]=[CH:10][C:5]([C:25]2[NH:29][C:28]([CH3:30])=[CH:27][N:26]=2)=[CH:6][CH:7]=1)=[O:21]. The catalyst class is: 6.